The task is: Predict the reactants needed to synthesize the given product.. This data is from Full USPTO retrosynthesis dataset with 1.9M reactions from patents (1976-2016). (1) Given the product [CH2:1]([O:8][C:9]1[CH:10]=[C:11]([C:15]2[N:16]=[C:17]([CH:25]3[CH2:28][C:27]([CH2:30][OH:37])([OH:29])[CH2:26]3)[N:18]3[CH:23]=[CH:22][N:21]=[C:20]([Cl:24])[C:19]=23)[CH:12]=[CH:13][CH:14]=1)[C:2]1[CH:7]=[CH:6][CH:5]=[CH:4][CH:3]=1, predict the reactants needed to synthesize it. The reactants are: [CH2:1]([O:8][C:9]1[CH:10]=[C:11]([C:15]2[N:16]=[C:17]([CH:25]3[CH2:28][C:27](=[O:29])[CH2:26]3)[N:18]3[CH:23]=[CH:22][N:21]=[C:20]([Cl:24])[C:19]=23)[CH:12]=[CH:13][CH:14]=1)[C:2]1[CH:7]=[CH:6][CH:5]=[CH:4][CH:3]=1.[CH2:30]([O:37]C1C=C(C2N=C(C3CC(=C)C3)N3C=CN=C(Cl)C=23)C=CC=1)C1C=CC=CC=1.C[N+]1([O-])CCOCC1.[O-]S([O-])=O.[Na+].[Na+]. (2) Given the product [OH:11][C:7]1[CH:6]=[C:5]([C:3](=[O:4])[CH:2]([CH3:1])[CH2:19][CH2:20][N:21]2[CH2:26][CH2:25][O:24][CH2:23][CH2:22]2)[CH:10]=[CH:9][CH:8]=1, predict the reactants needed to synthesize it. The reactants are: [CH3:1][CH:2]([CH2:19][CH2:20][N:21]1[CH2:26][CH2:25][O:24][CH2:23][CH2:22]1)[C:3]([C:5]1[CH:10]=[CH:9][CH:8]=[C:7]([O:11]CC2C=CC=CC=2)[CH:6]=1)=[O:4].CC1CC=CCC=1. (3) Given the product [CH2:1]([C@@:4]1([CH3:25])[CH2:9][C@H:8]([C:10]2[CH:15]=[CH:14][CH:13]=[C:12]([Cl:16])[CH:11]=2)[C@@H:7]([C:17]2[CH:22]=[CH:21][C:20]([Cl:23])=[CH:19][CH:18]=2)[N:6]([C:30]2[CH:29]=[N:28][N:27]([CH3:26])[CH:31]=2)[C:5]1=[O:24])[CH:2]=[CH2:3], predict the reactants needed to synthesize it. The reactants are: [CH2:1]([C@@:4]1([CH3:25])[CH2:9][C@H:8]([C:10]2[CH:15]=[CH:14][CH:13]=[C:12]([Cl:16])[CH:11]=2)[C@@H:7]([C:17]2[CH:22]=[CH:21][C:20]([Cl:23])=[CH:19][CH:18]=2)[NH:6][C:5]1=[O:24])[CH:2]=[CH2:3].[CH3:26][N:27]1[CH:31]=[C:30](B2OC(C)(C)C(C)(C)O2)[CH:29]=[N:28]1.C[Si]([N-][Si](C)(C)C)(C)C.[Na+].